Dataset: Full USPTO retrosynthesis dataset with 1.9M reactions from patents (1976-2016). Task: Predict the reactants needed to synthesize the given product. (1) Given the product [OH:19][CH:20]([C:33]1[CH:38]=[CH:37][C:36]([C:39]2[N:41]=[C:16]([C:10]3[O:9][N:8]=[C:7]([C:2]4[CH:3]=[CH:4][CH:5]=[CH:6][N:1]=4)[C:11]=3[C:12]([F:13])([F:14])[F:15])[O:18][N:40]=2)=[CH:35][CH:34]=1)[CH2:21][N:22]1[CH2:27][CH2:26][CH2:25][C@H:24]([C:28]([O:30][CH2:31][CH3:32])=[O:29])[CH2:23]1, predict the reactants needed to synthesize it. The reactants are: [N:1]1[CH:6]=[CH:5][CH:4]=[CH:3][C:2]=1[C:7]1[C:11]([C:12]([F:15])([F:14])[F:13])=[C:10]([C:16]([OH:18])=O)[O:9][N:8]=1.[OH:19][CH:20]([C:33]1[CH:38]=[CH:37][C:36](/[C:39](=[N:41]\O)/[NH2:40])=[CH:35][CH:34]=1)[CH2:21][N:22]1[CH2:27][CH2:26][CH2:25][C@H:24]([C:28]([O:30][CH2:31][CH3:32])=[O:29])[CH2:23]1.C1N(P(Cl)(N2C(=O)OCC2)=O)C(=O)OC1.CCCC[N+](CCCC)(CCCC)CCCC.[F-]. (2) Given the product [F:1][C:2]1[CH:10]=[CH:9][C:5]([C:6]2[C:31]([C:32]([O:34][CH3:35])=[O:33])=[CH:30][O:8][N:7]=2)=[CH:4][CH:3]=1, predict the reactants needed to synthesize it. The reactants are: [F:1][C:2]1[CH:10]=[CH:9][C:5]([CH:6]=[N:7][OH:8])=[CH:4][CH:3]=1.BrN1C(=O)CCC1=O.N1C=CC=CC=1.N1([CH:30]=[CH:31][C:32]([O:34][CH3:35])=[O:33])CCCC1. (3) Given the product [Cl:37][C:33]1[C:32]([F:38])=[C:31]([CH:36]=[CH:35][CH:34]=1)[NH:30][C:21]1[C:20]2[C:25](=[CH:26][C:27]([O:28][CH3:29])=[C:18]([O:17][CH:14]3[CH2:15][CH2:16][N:11]([S:5]([CH2:4][CH2:3][CH2:2][Cl:1])(=[O:7])=[O:6])[CH2:12][CH2:13]3)[CH:19]=2)[N:24]=[CH:23][N:22]=1, predict the reactants needed to synthesize it. The reactants are: [Cl:1][CH2:2][CH2:3][CH2:4][S:5](Cl)(=[O:7])=[O:6].Cl.Cl.[NH:11]1[CH2:16][CH2:15][CH:14]([O:17][C:18]2[CH:19]=[C:20]3[C:25](=[CH:26][C:27]=2[O:28][CH3:29])[N:24]=[CH:23][N:22]=[C:21]3[NH:30][C:31]2[CH:36]=[CH:35][CH:34]=[C:33]([Cl:37])[C:32]=2[F:38])[CH2:13][CH2:12]1.C(N(C(C)C)CC)(C)C. (4) Given the product [CH3:23][S:20]([C:16]1[CH:15]=[C:14]([N:9]2[CH:10]=[CH:11][C:12](=[O:13])[C:7]([C:5]3[N:38]([C:35]4[S:36][CH:37]=[C:33]([C:28]5[CH:29]=[CH:30][CH:31]=[CH:32][C:27]=5[O:26][CH3:25])[N:34]=4)[N:2]=[CH:3][CH:4]=3)=[N:8]2)[CH:19]=[CH:18][CH:17]=1)(=[O:22])=[O:21], predict the reactants needed to synthesize it. The reactants are: C[N:2](C)/[CH:3]=[CH:4]/[C:5]([C:7]1[C:12](=[O:13])[CH:11]=[CH:10][N:9]([C:14]2[CH:19]=[CH:18][CH:17]=[C:16]([S:20]([CH3:23])(=[O:22])=[O:21])[CH:15]=2)[N:8]=1)=O.[CH3:25][O:26][C:27]1[CH:32]=[CH:31][CH:30]=[CH:29][C:28]=1[C:33]1[N:34]=[C:35]([NH:38]N)[S:36][CH:37]=1. (5) Given the product [OH:12][C:10]1[CH:9]=[C:8]([CH2:17][N:18]2[C:26]3[C:21](=[CH:22][CH:23]=[CH:24][CH:25]=3)[C:20]([CH2:27][C:28]3[CH:33]=[CH:32][CH:31]=[C:30]([C:34]([F:37])([F:36])[F:35])[CH:29]=3)=[C:19]2[C:38]([O:40][CH2:41][CH3:42])=[O:39])[CH:7]=[C:6]([O:5][S:2]([CH3:1])(=[O:4])=[O:3])[CH:11]=1, predict the reactants needed to synthesize it. The reactants are: [CH3:1][S:2]([O:5][C:6]1[CH:7]=[C:8]([CH2:17][N:18]2[C:26]3[C:21](=[CH:22][CH:23]=[CH:24][CH:25]=3)[C:20]([CH2:27][C:28]3[CH:33]=[CH:32][CH:31]=[C:30]([C:34]([F:37])([F:36])[F:35])[CH:29]=3)=[C:19]2[C:38]([O:40][CH2:41][CH3:42])=[O:39])[CH:9]=[C:10]([O:12]S(C)(=O)=O)[CH:11]=1)(=[O:4])=[O:3].CCCC[N+](CCCC)(CCCC)CCCC.[F-].[NH4+].[Cl-].